Dataset: Forward reaction prediction with 1.9M reactions from USPTO patents (1976-2016). Task: Predict the product of the given reaction. (1) The product is: [CH3:23][S:24]([N:1]1[CH2:6][CH2:5][CH:4]([C:7]2([C:12]3[N:16]4[CH2:17][CH2:18][CH2:19][CH2:20][CH2:21][CH2:22][C:15]4=[N:14][N:13]=3)[CH2:8][CH2:9][CH2:10][CH2:11]2)[CH2:3][CH2:2]1)(=[O:26])=[O:25]. Given the reactants [NH:1]1[CH2:6][CH2:5][CH:4]([C:7]2([C:12]3[N:16]4[CH2:17][CH2:18][CH2:19][CH2:20][CH2:21][CH2:22][C:15]4=[N:14][N:13]=3)[CH2:11][CH2:10][CH2:9][CH2:8]2)[CH2:3][CH2:2]1.[CH3:23][S:24](Cl)(=[O:26])=[O:25].N1C=CC=CC=1, predict the reaction product. (2) The product is: [Cl:8][C:5]1[CH:6]=[CH:7][C:2]([NH:1][S:34]([C:28]2[CH:29]=[CH:30][C:31]([O:32][CH3:33])=[C:26]([O:25][CH3:24])[CH:27]=2)(=[O:36])=[O:35])=[C:3]([CH2:9][C:10]2[CH:15]=[CH:14][CH:13]=[CH:12][C:11]=2[O:16][CH3:17])[CH:4]=1. Given the reactants [NH2:1][C:2]1[CH:7]=[CH:6][C:5]([Cl:8])=[CH:4][C:3]=1[CH2:9][C:10]1[CH:15]=[CH:14][CH:13]=[CH:12][C:11]=1[O:16][CH3:17].N1C=CC=CC=1.[CH3:24][O:25][C:26]1[CH:27]=[C:28]([S:34](Cl)(=[O:36])=[O:35])[CH:29]=[CH:30][C:31]=1[O:32][CH3:33], predict the reaction product. (3) Given the reactants Cl[C:2]1[N:7]=[C:6]([NH2:8])[N:5]=[C:4]2[N:9]([CH2:12][C:13]3[N:17]([C:18]4[CH:23]=[CH:22][CH:21]=[CH:20][CH:19]=4)[C:16]4[CH:24]=[CH:25][CH:26]=[CH:27][C:15]=4[N:14]=3)[N:10]=[CH:11][C:3]=12, predict the reaction product. The product is: [C:18]1([N:17]2[C:16]3[CH:24]=[CH:25][CH:26]=[CH:27][C:15]=3[N:14]=[C:13]2[CH2:12][N:9]2[C:4]3=[N:5][C:6]([NH2:8])=[N:7][CH:2]=[C:3]3[CH:11]=[N:10]2)[CH:23]=[CH:22][CH:21]=[CH:20][CH:19]=1. (4) Given the reactants [CH:1]([O:4][C:5]1[N:9]=[C:8]([CH:10]2[CH2:15][CH:14]([C:16]3[CH:21]=[CH:20][C:19]([O:22][C:23]([F:26])([F:25])[F:24])=[CH:18][CH:17]=3)[CH2:13][N:12]([C:27]([N:29]3[CH2:34][CH2:33][S:32][CH2:31][CH2:30]3)=[O:28])[CH2:11]2)[O:7][N:6]=1)([CH3:3])[CH3:2].ClC1C=CC=C(C(OO)=[O:43])C=1, predict the reaction product. The product is: [CH:1]([O:4][C:5]1[N:9]=[C:8]([CH:10]2[CH2:15][CH:14]([C:16]3[CH:17]=[CH:18][C:19]([O:22][C:23]([F:25])([F:24])[F:26])=[CH:20][CH:21]=3)[CH2:13][N:12]([C:27]([N:29]3[CH2:34][CH2:33][S:32](=[O:43])[CH2:31][CH2:30]3)=[O:28])[CH2:11]2)[O:7][N:6]=1)([CH3:3])[CH3:2]. (5) Given the reactants [F:1][C:2]1[C:7]([F:8])=[CH:6][CH:5]=[CH:4][C:3]=1[C@@H:9]1[CH2:22][CH2:21][C@@H:20]([OH:23])[C:12]2=[N:13][CH:14]=[C:15]([N:17]([CH3:19])[CH3:18])[CH:16]=[C:11]2[CH2:10]1.[H-].[Na+].[O:26]=[C:27]1[NH:35][C:30]2=[N:31][CH:32]=[CH:33][CH:34]=[C:29]2[N:28]1[CH:36]1[CH2:41][CH2:40][N:39]([C:42](OC2C=CC([N+]([O-])=O)=CC=2)=[O:43])[CH2:38][CH2:37]1, predict the reaction product. The product is: [O:26]=[C:27]1[NH:35][C:30]2=[N:31][CH:32]=[CH:33][CH:34]=[C:29]2[N:28]1[CH:36]1[CH2:37][CH2:38][N:39]([C:42]([O:23][C@H:20]2[C:12]3=[N:13][CH:14]=[C:15]([N:17]([CH3:19])[CH3:18])[CH:16]=[C:11]3[CH2:10][C@H:9]([C:3]3[CH:4]=[CH:5][CH:6]=[C:7]([F:8])[C:2]=3[F:1])[CH2:22][CH2:21]2)=[O:43])[CH2:40][CH2:41]1. (6) The product is: [Br:6][C:7]1[N:12]=[C:11]2[C:10](=[CH:9][CH:8]=1)[NH:13][C@@H:4]([CH:1]1[CH2:2][CH2:3]1)[C@H:32]([CH3:33])[C@H:31]2[NH:34][C:35](=[O:44])[O:36][CH2:37][C:38]1[CH:39]=[CH:40][CH:41]=[CH:42][CH:43]=1. Given the reactants [CH:1]1([CH:4]=O)[CH2:3][CH2:2]1.[Br:6][C:7]1[N:12]=[CH:11][C:10]([NH2:13])=[CH:9][CH:8]=1.P(O)(OC1C=CC=CC=1)(OC1C=CC=CC=1)=O.[CH:31](/[NH:34][C:35](=[O:44])[O:36][CH2:37][C:38]1[CH:43]=[CH:42][CH:41]=[CH:40][CH:39]=1)=[CH:32]\[CH3:33], predict the reaction product. (7) Given the reactants [NH2:1][C:2]1[CH:7]=[CH:6][CH:5]=[CH:4][CH:3]=1.[N+:8]([C:11]1[CH:19]=[CH:18][CH:17]=[CH:16][C:12]=1[C:13](Cl)=[O:14])([O-:10])=[O:9], predict the reaction product. The product is: [N+:8]([C:11]1[CH:19]=[CH:18][CH:17]=[CH:16][C:12]=1[C:13]([NH:1][C:2]1[CH:7]=[CH:6][CH:5]=[CH:4][CH:3]=1)=[O:14])([O-:10])=[O:9].